From a dataset of Full USPTO retrosynthesis dataset with 1.9M reactions from patents (1976-2016). Predict the reactants needed to synthesize the given product. (1) Given the product [CH3:31][N:14]1[CH2:15][CH2:16][N:11]([C:9](=[O:10])[CH2:8][O:1][C:2]2[CH:7]=[CH:6][CH:5]=[CH:4][CH:3]=2)[CH:12]([C:17]2[O:21][N:20]=[C:19]([C:22]3[CH:23]=[CH:24][C:25]([C:26]([NH2:28])=[O:27])=[CH:29][CH:30]=3)[N:18]=2)[CH2:13]1, predict the reactants needed to synthesize it. The reactants are: [O:1]([CH2:8][C:9]([N:11]1[CH2:16][CH2:15][NH:14][CH2:13][CH:12]1[C:17]1[O:21][N:20]=[C:19]([C:22]2[CH:30]=[CH:29][C:25]([C:26]([NH2:28])=[O:27])=[CH:24][CH:23]=2)[N:18]=1)=[O:10])[C:2]1[CH:7]=[CH:6][CH:5]=[CH:4][CH:3]=1.[CH3:31]CN(C(C)C)C(C)C.C([O-])([O-])=O.[Na+].[Na+].CI. (2) The reactants are: [OH:1][C:2]1[C:9]([CH3:10])=[CH:8][C:5]([C:6]#[N:7])=[CH:4][C:3]=1[CH3:11].[H-].[Na+].[NH2:14][C:15]1[C:20]([Br:21])=[C:19](Cl)[N:18]=[C:17]([NH:23][C:24]2[CH:31]=[CH:30][C:27]([C:28]#[N:29])=[CH:26][CH:25]=2)[N:16]=1.O. Given the product [NH2:14][C:15]1[N:16]=[C:17]([NH:23][C:24]2[CH:25]=[CH:26][C:27]([C:28]#[N:29])=[CH:30][CH:31]=2)[N:18]=[C:19]([O:1][C:2]2[C:3]([CH3:11])=[CH:4][C:5]([C:6]#[N:7])=[CH:8][C:9]=2[CH3:10])[C:20]=1[Br:21], predict the reactants needed to synthesize it. (3) Given the product [F:1][C:2]1[CH:7]=[CH:6][C:5]([C:8]2[N:12]=[N:11][N:10]([CH3:13])[C:9]=2[CH2:14][O:15][C:16]2[CH:24]=[CH:23][C:19]([C:20]([NH:28][CH2:27][CH2:25][OH:26])=[O:21])=[CH:18][N:17]=2)=[CH:4][CH:3]=1, predict the reactants needed to synthesize it. The reactants are: [F:1][C:2]1[CH:7]=[CH:6][C:5]([C:8]2[N:12]=[N:11][N:10]([CH3:13])[C:9]=2[CH2:14][O:15][C:16]2[CH:24]=[CH:23][C:19]([C:20](O)=[O:21])=[CH:18][N:17]=2)=[CH:4][CH:3]=1.[CH2:25]([CH2:27][NH2:28])[OH:26]. (4) The reactants are: [NH:1]1[CH2:8][CH2:7][CH2:6][C@H:2]1[C:3]([OH:5])=[O:4].[O:9]=C(CCC(O)=O)C(O)=O.O=C1O[C@H]([C@H](CO)O)C(O)=C1O. Given the product [OH:9][C@H:7]1[CH2:8][NH:1][C@H:2]([C:3]([OH:5])=[O:4])[CH2:6]1, predict the reactants needed to synthesize it. (5) Given the product [NH2:29][C:23]1[CH2:24][S:25](=[O:27])(=[O:28])[CH2:26][C@:21]([C:19]2[CH:20]=[C:15]([NH:14][C:10]([C:7]3[CH:6]=[CH:5][C:4]([O:3][CH:2]([F:1])[F:13])=[CH:9][N:8]=3)=[O:12])[CH:16]=[CH:17][C:18]=2[F:31])([CH3:30])[N:22]=1, predict the reactants needed to synthesize it. The reactants are: [F:1][CH:2]([F:13])[O:3][C:4]1[CH:5]=[CH:6][C:7]([C:10]([OH:12])=O)=[N:8][CH:9]=1.[NH2:14][C:15]1[CH:16]=[CH:17][C:18]([F:31])=[C:19]([C@:21]2([CH3:30])[CH2:26][S:25](=[O:28])(=[O:27])[CH2:24][C:23]([NH2:29])=[N:22]2)[CH:20]=1.